From a dataset of Reaction yield outcomes from USPTO patents with 853,638 reactions. Predict the reaction yield, written as a fraction of the theoretical maximum amount of product (1.0 means a 100% yield; for example, 0.34 means a 34% yield). (1) The reactants are [CH3:1][C:2]1[CH:7]=[CH:6][N:5]=[CH:4][C:3]=1[N:8]1[CH2:12][CH2:11][NH:10][C:9]1=[O:13].I[C:15]1[CH:23]=[CH:22][C:18]2[N:19]=[CH:20][S:21][C:17]=2[CH:16]=1.N[C@@H]1CCCC[C@H]1N.C(=O)([O-])[O-].[K+].[K+]. The catalyst is [Cu](I)I.O1CCOCC1. The product is [S:21]1[C:17]2[CH:16]=[C:15]([N:10]3[CH2:11][CH2:12][N:8]([C:3]4[CH:4]=[N:5][CH:6]=[CH:7][C:2]=4[CH3:1])[C:9]3=[O:13])[CH:23]=[CH:22][C:18]=2[N:19]=[CH:20]1. The yield is 0.496. (2) The reactants are [Br:1][C:2]1[C:11]2[C:6](=[CH:7][C:8]([OH:12])=[CH:9][CH:10]=2)[C:5]([NH:13]C(=O)OC(C)(C)C)=[CH:4][CH:3]=1. The catalyst is Cl.O1CCOCC1. The product is [NH2:13][C:5]1[CH:4]=[CH:3][C:2]([Br:1])=[C:11]2[C:6]=1[CH:7]=[C:8]([OH:12])[CH:9]=[CH:10]2. The yield is 1.00. (3) The reactants are Cl.[C:2](=[NH:10])([NH2:9])[C:3]1[CH:8]=[CH:7][CH:6]=[CH:5][CH:4]=1.CC([O-])(C)C.[Li+].C(O/[CH:20]=[CH:21]/[C:22](=O)[C:23]([O:25][CH2:26][CH3:27])=[O:24])C. The catalyst is C(O)C. The product is [C:3]1([C:2]2[N:9]=[C:22]([C:23]([O:25][CH2:26][CH3:27])=[O:24])[CH:21]=[CH:20][N:10]=2)[CH:8]=[CH:7][CH:6]=[CH:5][CH:4]=1. The yield is 0.210.